From a dataset of Peptide-MHC class II binding affinity with 134,281 pairs from IEDB. Regression. Given a peptide amino acid sequence and an MHC pseudo amino acid sequence, predict their binding affinity value. This is MHC class II binding data. (1) The peptide sequence is LIINWLQEALSSASL. The MHC is DRB1_1101 with pseudo-sequence DRB1_1101. The binding affinity (normalized) is 0.119. (2) The peptide sequence is PTFAKAMEKLSVLKV. The MHC is DRB1_1302 with pseudo-sequence DRB1_1302. The binding affinity (normalized) is 0.602.